From a dataset of NCI-60 drug combinations with 297,098 pairs across 59 cell lines. Regression. Given two drug SMILES strings and cell line genomic features, predict the synergy score measuring deviation from expected non-interaction effect. (1) Drug 1: C1CCN(CC1)CCOC2=CC=C(C=C2)C(=O)C3=C(SC4=C3C=CC(=C4)O)C5=CC=C(C=C5)O. Drug 2: CC(C1=C(C=CC(=C1Cl)F)Cl)OC2=C(N=CC(=C2)C3=CN(N=C3)C4CCNCC4)N. Cell line: IGROV1. Synergy scores: CSS=4.42, Synergy_ZIP=-0.331, Synergy_Bliss=2.05, Synergy_Loewe=-0.950, Synergy_HSA=0.642. (2) Drug 1: C(CC(=O)O)C(=O)CN.Cl. Drug 2: CCN(CC)CCCC(C)NC1=C2C=C(C=CC2=NC3=C1C=CC(=C3)Cl)OC. Cell line: SK-OV-3. Synergy scores: CSS=17.0, Synergy_ZIP=-6.61, Synergy_Bliss=1.65, Synergy_Loewe=-0.613, Synergy_HSA=1.96. (3) Drug 1: C(=O)(N)NO. Drug 2: C(CN)CNCCSP(=O)(O)O. Cell line: HOP-92. Synergy scores: CSS=-4.52, Synergy_ZIP=1.52, Synergy_Bliss=-1.03, Synergy_Loewe=-0.826, Synergy_HSA=-2.77. (4) Drug 1: C1CC(=O)NC(=O)C1N2CC3=C(C2=O)C=CC=C3N. Drug 2: C1=CN(C(=O)N=C1N)C2C(C(C(O2)CO)O)O.Cl. Cell line: A549. Synergy scores: CSS=56.6, Synergy_ZIP=-0.608, Synergy_Bliss=0.697, Synergy_Loewe=-15.4, Synergy_HSA=3.80. (5) Drug 1: CC1=CC=C(C=C1)C2=CC(=NN2C3=CC=C(C=C3)S(=O)(=O)N)C(F)(F)F. Drug 2: CC1C(C(CC(O1)OC2CC(CC3=C2C(=C4C(=C3O)C(=O)C5=C(C4=O)C(=CC=C5)OC)O)(C(=O)CO)O)N)O.Cl. Cell line: NCI-H226. Synergy scores: CSS=39.9, Synergy_ZIP=4.03, Synergy_Bliss=6.07, Synergy_Loewe=-11.2, Synergy_HSA=7.66. (6) Drug 1: CC(CN1CC(=O)NC(=O)C1)N2CC(=O)NC(=O)C2. Drug 2: CC1CCC2CC(C(=CC=CC=CC(CC(C(=O)C(C(C(=CC(C(=O)CC(OC(=O)C3CCCCN3C(=O)C(=O)C1(O2)O)C(C)CC4CCC(C(C4)OC)O)C)C)O)OC)C)C)C)OC. Cell line: A549. Synergy scores: CSS=45.9, Synergy_ZIP=-3.52, Synergy_Bliss=-4.22, Synergy_Loewe=6.84, Synergy_HSA=8.31.